Dataset: Forward reaction prediction with 1.9M reactions from USPTO patents (1976-2016). Task: Predict the product of the given reaction. (1) Given the reactants Cl[C:2]1[N:3]=[C:4]([N:24]2[CH2:29][CH2:28][O:27][CH2:26][CH2:25]2)[C:5]2[N:11]=[C:10]([CH2:12][N:13]3[CH2:16][CH:15]([N:17]4[CH2:22][CH2:21][NH:20][C:19](=[O:23])[CH2:18]4)[CH2:14]3)[CH:9]=[CH:8][C:6]=2[N:7]=1.[CH2:30]([C:32]1[NH:33][C:34]2[CH:40]=[CH:39][CH:38]=[CH:37][C:35]=2[N:36]=1)[CH3:31].CC(C)([O-])C.[Na+].C(=O)([O-])[O-].[Cs+].[Cs+], predict the reaction product. The product is: [CH2:30]([C:32]1[N:33]([C:2]2[N:3]=[C:4]([N:24]3[CH2:25][CH2:26][O:27][CH2:28][CH2:29]3)[C:5]3[N:11]=[C:10]([CH2:12][N:13]4[CH2:14][CH:15]([N:17]5[CH2:22][CH2:21][NH:20][C:19](=[O:23])[CH2:18]5)[CH2:16]4)[CH:9]=[CH:8][C:6]=3[N:7]=2)[C:34]2[CH:40]=[CH:39][CH:38]=[CH:37][C:35]=2[N:36]=1)[CH3:31]. (2) Given the reactants [CH3:1][C@:2]1([OH:9])[CH2:7][CH2:6][NH:5][CH2:4][C@H:3]1[OH:8].Cl[CH2:11][C:12]1[S:16][C:15]2[CH:17]=[CH:18][C:19]([C:21]#[C:22][C:23]3[CH:28]=[CH:27][C:26]([C:29]4[CH:34]=[CH:33][C:32]([Cl:35])=[CH:31][CH:30]=4)=[CH:25][N:24]=3)=[CH:20][C:14]=2[CH:13]=1, predict the reaction product. The product is: [Cl:35][C:32]1[CH:31]=[CH:30][C:29]([C:26]2[CH:27]=[CH:28][C:23]([C:22]#[C:21][C:19]3[CH:18]=[CH:17][C:15]4[S:16][C:12]([CH2:11][N:5]5[CH2:6][CH2:7][C@:2]([CH3:1])([OH:9])[C@H:3]([OH:8])[CH2:4]5)=[CH:13][C:14]=4[CH:20]=3)=[N:24][CH:25]=2)=[CH:34][CH:33]=1. (3) Given the reactants [N+:1]([C:4]1[CH:9]=[C:8]([N+:10]([O-:12])=[O:11])[CH:7]=[CH:6][C:5]=1[CH2:13][C:14]([OH:16])=[O:15])([O-:3])=[O:2].OS(O)(=O)=O.[CH3:22]O, predict the reaction product. The product is: [CH3:22][O:15][C:14](=[O:16])[CH2:13][C:5]1[CH:6]=[CH:7][C:8]([N+:10]([O-:12])=[O:11])=[CH:9][C:4]=1[N+:1]([O-:3])=[O:2]. (4) Given the reactants [C:1]1([C:8]2[CH:13]=[CH:12][CH:11]=[CH:10][CH:9]=2)[C:2]([NH2:7])=[CH:3][CH:4]=[CH:5][CH:6]=1.[F:14][C:15]([F:31])([F:30])[C:16]1[CH:17]=[C:18]([S:26](Cl)(=[O:28])=[O:27])[CH:19]=[C:20]([C:22]([F:25])([F:24])[F:23])[CH:21]=1.Br[CH2:33][C:34](OCC)=[O:35], predict the reaction product. The product is: [F:14][C:15]([F:31])([F:30])[C:16]1[CH:17]=[C:18]([S:26]([N:7]2[CH2:33][C:34](=[O:35])[C:13]3[CH:12]=[CH:11][CH:10]=[CH:9][C:8]=3[C:1]3[CH:6]=[CH:5][CH:4]=[CH:3][C:2]2=3)(=[O:28])=[O:27])[CH:19]=[C:20]([C:22]([F:25])([F:24])[F:23])[CH:21]=1.